Dataset: Reaction yield outcomes from USPTO patents with 853,638 reactions. Task: Predict the reaction yield, written as a fraction of the theoretical maximum amount of product (1.0 means a 100% yield; for example, 0.34 means a 34% yield). (1) The reactants are N12CCCN=C1CCCCC2.Cl.[NH2:13][CH2:14][C:15]1[CH:23]=[CH:22][CH:21]=[C:20]2[C:16]=1[C:17](=[O:33])[N:18]([CH:25]1[CH2:30][CH2:29][C:28](=[O:31])[NH:27][C:26]1=[O:32])[C:19]2=[O:24].[CH2:34]([N:36]=[C:37]=[O:38])[CH3:35]. The catalyst is CC#N. The product is [O:32]=[C:26]1[CH:25]([N:18]2[C:17](=[O:33])[C:16]3[C:20](=[CH:21][CH:22]=[CH:23][C:15]=3[CH2:14][NH:13][C:37]([NH:36][CH2:34][CH3:35])=[O:38])[C:19]2=[O:24])[CH2:30][CH2:29][C:28](=[O:31])[NH:27]1. The yield is 0.300. (2) The reactants are [Cl:1][C:2]1[N:3]=[C:4](Cl)[C:5]2[CH2:10][CH2:9][CH:8]([C:11]3[CH:16]=[CH:15][C:14]([F:17])=[CH:13][C:12]=3[F:18])[C:6]=2[N:7]=1.[CH3:20][NH2:21]. The catalyst is CO. The product is [Cl:1][C:2]1[N:3]=[C:4]([NH:21][CH3:20])[C:5]2[CH2:10][CH2:9][CH:8]([C:11]3[CH:16]=[CH:15][C:14]([F:17])=[CH:13][C:12]=3[F:18])[C:6]=2[N:7]=1. The yield is 0.702. (3) The reactants are [Cl:1][C:2]1[C:3]([O:12][C:13]2[CH:18]=[C:17]([O:19][CH2:20][CH2:21][O:22][CH3:23])[CH:16]=[CH:15][C:14]=2[CH2:24][CH2:25][CH2:26][C:27]([OH:29])=O)=[N:4][CH:5]=[C:6]([C:8]([F:11])([F:10])[F:9])[CH:7]=1.[CH2:30]([S:35]([NH2:38])(=[O:37])=[O:36])[CH2:31][CH2:32][CH2:33][CH3:34].N12CCCN=C1CCCC[CH2:40]2. The catalyst is O1CCCC1. The product is [Cl:1][C:2]1[C:3]([O:12][C:13]2[CH:18]=[C:17]([O:19][CH2:20][CH2:21][O:22][CH2:23][CH3:40])[CH:16]=[CH:15][C:14]=2[CH2:24][CH2:25][CH2:26][C:27]([NH:38][S:35]([CH2:30][CH2:31][CH2:32][CH2:33][CH3:34])(=[O:37])=[O:36])=[O:29])=[N:4][CH:5]=[C:6]([C:8]([F:9])([F:10])[F:11])[CH:7]=1. The yield is 0.210. (4) The reactants are Br[C:2]1[CH:3]=[C:4]2[C:8]3=[C:9]([CH2:11][CH2:12][N:7]3[C@H:6]3[CH2:13][CH2:14][N:15]([C:17]([O:19][C:20]([CH3:23])([CH3:22])[CH3:21])=[O:18])[CH2:16][C@@H:5]23)[CH:10]=1.[F:24][C:25]1[CH:30]=[C:29]([O:31][CH3:32])[CH:28]=[CH:27][C:26]=1B(O)O. No catalyst specified. The product is [F:24][C:25]1[CH:30]=[C:29]([O:31][CH3:32])[CH:28]=[CH:27][C:26]=1[C:2]1[CH:3]=[C:4]2[C:8]3=[C:9]([CH2:11][CH2:12][N:7]3[C@H:6]3[CH2:13][CH2:14][N:15]([C:17]([O:19][C:20]([CH3:22])([CH3:23])[CH3:21])=[O:18])[CH2:16][C@@H:5]23)[CH:10]=1. The yield is 0.550. (5) The reactants are [N+:1]([C:4]1[CH:9]=[CH:8][CH:7]=[CH:6][C:5]=1[S:10](Cl)(=[O:12])=[O:11])([O-:3])=[O:2].[NH2:14][CH2:15][C:16]1[CH:21]=[CH:20][CH:19]=[CH:18][N:17]=1.CCN(CC)CC. The catalyst is C(Cl)Cl. The product is [N+:1]([C:4]1[CH:9]=[CH:8][CH:7]=[CH:6][C:5]=1[S:10]([N:17]1[CH:18]=[CH:19][CH:20]=[CH:21][CH:16]1[CH2:15][NH2:14])(=[O:12])=[O:11])([O-:3])=[O:2]. The yield is 0.780. (6) The reactants are [N:1]1[C:6]2[CH2:7][NH:8][CH2:9][C:5]=2[C:4]([NH:10][C:11]2[CH:12]=[N:13][C:14]3[C:19]([CH:20]=2)=[CH:18][CH:17]=[CH:16][CH:15]=3)=[N:3][CH:2]=1.[CH:21]1([CH:27]=O)[CH2:26][CH2:25][CH2:24][CH2:23][CH2:22]1.C(O)(=O)C.CS(C)=O.C(O[BH-](OC(=O)C)OC(=O)C)(=O)C.[Na+]. No catalyst specified. The product is [CH:21]1([CH2:27][N:8]2[CH2:9][C:5]3[C:4]([NH:10][C:11]4[CH:12]=[N:13][C:14]5[C:19]([CH:20]=4)=[CH:18][CH:17]=[CH:16][CH:15]=5)=[N:3][CH:2]=[N:1][C:6]=3[CH2:7]2)[CH2:26][CH2:25][CH2:24][CH2:23][CH2:22]1. The yield is 0.400. (7) The reactants are [CH2:1]([O:8][C:9]1[CH:17]=[C:16]([O:18][CH2:19][C:20]2[CH:25]=[CH:24][CH:23]=[CH:22][CH:21]=2)[C:15]([CH:26]([CH3:28])[CH3:27])=[CH:14][C:10]=1[C:11](O)=[O:12])[C:2]1[CH:7]=[CH:6][CH:5]=[CH:4][CH:3]=1.C(Cl)(=O)C(Cl)=O.[CH3:35][N:36]1[C:44]2[C:39](=[CH:40][C:41]([NH2:45])=[CH:42][CH:43]=2)[C:38](C)=[CH:37]1.C(N(CC)CC)C. The catalyst is ClCCl.CN(C=O)C. The product is [CH2:1]([O:8][C:9]1[CH:17]=[C:16]([O:18][CH2:19][C:20]2[CH:25]=[CH:24][CH:23]=[CH:22][CH:21]=2)[C:15]([CH:26]([CH3:28])[CH3:27])=[CH:14][C:10]=1[C:11]([NH:45][C:41]1[CH:40]=[C:39]2[C:44](=[CH:43][CH:42]=1)[N:36]([CH3:35])[CH:37]=[CH:38]2)=[O:12])[C:2]1[CH:3]=[CH:4][CH:5]=[CH:6][CH:7]=1. The yield is 0.950. (8) The reactants are O.[OH-].[Li+].C[O:5][C:6]([C:8]1[CH:9]=[C:10]([C@:14]2([CH3:30])[CH2:19][CH2:18][N:17]([C:20]([O:22][CH2:23][CH2:24][Si:25]([CH3:28])([CH3:27])[CH3:26])=[O:21])[CH2:16][C@@H:15]2[CH3:29])[CH:11]=[CH:12][CH:13]=1)=[O:7].Cl. The catalyst is O.O1CCCC1. The product is [C:6]([C:8]1[CH:9]=[C:10]([C@:14]2([CH3:30])[CH2:19][CH2:18][N:17]([C:20]([O:22][CH2:23][CH2:24][Si:25]([CH3:28])([CH3:27])[CH3:26])=[O:21])[CH2:16][C@@H:15]2[CH3:29])[CH:11]=[CH:12][CH:13]=1)([OH:7])=[O:5]. The yield is 0.970.